Dataset: Human liver microsome stability data. Task: Regression/Classification. Given a drug SMILES string, predict its absorption, distribution, metabolism, or excretion properties. Task type varies by dataset: regression for continuous measurements (e.g., permeability, clearance, half-life) or binary classification for categorical outcomes (e.g., BBB penetration, CYP inhibition). Dataset: hlm. (1) The molecule is CCCc1nn(C)c2c(O)nc(-c3cc(Cc4ccc(C(=O)NO)s4)ccc3OCC)nc12. The result is 0 (unstable in human liver microsomes). (2) The compound is O=C(NCCC(c1ccccc1)c1ccccc1)c1ccc(OCC(F)(F)F)nc1. The result is 0 (unstable in human liver microsomes). (3) The molecule is Cc1c2c(n3c1CCCN1CCCC[C@@H]1[C@H](C)Nc1cc-3ccc1C(N)=O)CC(C)(C)CC2=O. The result is 1 (stable in human liver microsomes). (4) The compound is CC(C)[C@H]1C(O)=C(C2=NS(=O)(=O)c3c(OCc4ncon4)cccc32)C(=O)N1Cc1ccccc1. The result is 0 (unstable in human liver microsomes). (5) The molecule is CC(C)CCn1nc(C(C)(C)C)c(O)c(C2=NS(=O)(=O)c3cc(NS(C)(=O)=O)ccc3N2)c1=O. The result is 1 (stable in human liver microsomes).